This data is from hERG Central: cardiac toxicity at 1µM, 10µM, and general inhibition. The task is: Predict hERG channel inhibition at various concentrations. (1) The drug is O=C(c1ccco1)N1CCN(C(=O)C2CC(c3ccc(F)cc3)=NO2)CC1. Results: hERG_inhib (hERG inhibition (general)): blocker. (2) The compound is O=C(Nc1cccc(-c2nc3ccccc3s2)c1)c1cccs1. Results: hERG_inhib (hERG inhibition (general)): blocker. (3) The molecule is CN(C)C(CNC(C(=O)Nc1ccc(F)cc1)c1ccccc1)c1ccccc1. Results: hERG_inhib (hERG inhibition (general)): blocker. (4) The molecule is Cc1ccc(CS(=O)Cc2ccc(C(=O)NC3CCC(C)CC3)o2)cc1. Results: hERG_inhib (hERG inhibition (general)): blocker.